The task is: Predict the reactants needed to synthesize the given product.. This data is from Full USPTO retrosynthesis dataset with 1.9M reactions from patents (1976-2016). (1) Given the product [Cl:23][C:21]1[CH:22]=[C:17]([C:10]2([C:13]([F:16])([F:15])[F:14])[CH2:11][CH2:12][NH:8][CH2:9]2)[CH:18]=[C:19]([Cl:24])[CH:20]=1, predict the reactants needed to synthesize it. The reactants are: C([N:8]1[CH2:12][CH2:11][C:10]([C:17]2[CH:22]=[C:21]([Cl:23])[CH:20]=[C:19]([Cl:24])[CH:18]=2)([C:13]([F:16])([F:15])[F:14])[CH2:9]1)C1C=CC=CC=1.ClC(OC(Cl)C)=O.O. (2) Given the product [Cl:1][C:2]1[CH:3]=[C:4]([S:9][C:10]2[N:14]([CH:15]([CH3:17])[CH3:16])[N:13]=[C:12]([CH3:18])[C:11]=2[CH:19]([F:33])[C:20]2[CH:25]=[CH:24][N:23]=[CH:22][CH:21]=2)[CH:5]=[C:6]([Cl:8])[CH:7]=1, predict the reactants needed to synthesize it. The reactants are: [Cl:1][C:2]1[CH:3]=[C:4]([S:9][C:10]2[N:14]([CH:15]([CH3:17])[CH3:16])[N:13]=[C:12]([CH3:18])[C:11]=2[CH:19](O)[C:20]2[CH:25]=[CH:24][N:23]=[CH:22][CH:21]=2)[CH:5]=[C:6]([Cl:8])[CH:7]=1.C(N(S(F)(F)[F:33])CC)C. (3) Given the product [F:1][C:2]1[CH:3]=[C:4]([CH:5]([OH:6])[CH2:13][N+:10]([O-:12])=[O:11])[CH:7]=[CH:8][CH:9]=1, predict the reactants needed to synthesize it. The reactants are: [F:1][C:2]1[CH:3]=[C:4]([CH:7]=[CH:8][CH:9]=1)[CH:5]=[O:6].[N+:10]([CH3:13])([O-:12])=[O:11].[OH-].[Na+].Cl. (4) The reactants are: [Br:1][C:2]1[CH:3]=[C:4]([C:8](=O)[CH2:9][F:10])[CH:5]=[CH:6][CH:7]=1.[CH3:12][C:13]([S@:16]([NH2:18])=[O:17])([CH3:15])[CH3:14].C(Cl)Cl. Given the product [Br:1][C:2]1[CH:3]=[C:4](/[C:8](=[N:18]\[S@@:16]([C:13]([CH3:15])([CH3:14])[CH3:12])=[O:17])/[CH2:9][F:10])[CH:5]=[CH:6][CH:7]=1, predict the reactants needed to synthesize it. (5) Given the product [N:17]([CH:10]1[CH2:11][N:8]([C:6]([O:5][C:1]([CH3:4])([CH3:3])[CH3:2])=[O:7])[CH2:9]1)=[N+:18]=[N-:19], predict the reactants needed to synthesize it. The reactants are: [C:1]([O:5][C:6]([N:8]1[CH2:11][CH:10](OS(C)(=O)=O)[CH2:9]1)=[O:7])([CH3:4])([CH3:3])[CH3:2].[N-:17]=[N+:18]=[N-:19].[Na+]. (6) Given the product [CH2:19]([O:12][C:4]1[CH:5]=[C:6]([N+:9]([O-:11])=[O:10])[CH:7]=[CH:8][C:3]=1[O:2][CH3:1])[C:20]1[CH:25]=[CH:24][CH:23]=[CH:22][CH:21]=1, predict the reactants needed to synthesize it. The reactants are: [CH3:1][O:2][C:3]1[CH:8]=[CH:7][C:6]([N+:9]([O-:11])=[O:10])=[CH:5][C:4]=1[OH:12].C([O-])([O-])=O.[K+].[K+].[CH2:19](Br)[C:20]1[CH:25]=[CH:24][CH:23]=[CH:22][CH:21]=1.O. (7) Given the product [Cl:25][CH2:1][C:2]1[CH:3]=[C:4]2[C:11](=[O:12])[O:10][C:8](=[O:9])[C:5]2=[N:6][CH:7]=1, predict the reactants needed to synthesize it. The reactants are: [CH3:1][C:2]1[CH:3]=[C:4]2[C:11](=[O:12])[O:10][C:8](=[O:9])[C:5]2=[N:6][CH:7]=1.CC(N=NC(C#N)(C)C)(C#N)C.[Cl:25]C1C=CC=CC=1. (8) The reactants are: [CH3:1][C:2]1[CH:6]=[C:5]([C:7]2([C:10]([O:12]C)=[O:11])[CH2:9][CH2:8]2)[O:4][N:3]=1.O.[OH-].[Li+].[Cl-].[NH4+].Cl. Given the product [CH3:1][C:2]1[CH:6]=[C:5]([C:7]2([C:10]([OH:12])=[O:11])[CH2:8][CH2:9]2)[O:4][N:3]=1, predict the reactants needed to synthesize it. (9) Given the product [C@H:1]1([NH:10][C:11]2[CH:20]=[CH:19][C:18]3[C:13](=[CH:14][CH:15]=[C:16]([NH:21][C:22](=[O:24])[CH3:23])[CH:17]=3)[N:12]=2)[C:9]2[C:4](=[CH:5][CH:6]=[CH:7][CH:8]=2)[CH2:3][CH2:2]1, predict the reactants needed to synthesize it. The reactants are: [C@H:1]1([NH:10][C:11]2[CH:20]=[CH:19][C:18]3[C:13](=[CH:14][CH:15]=[C:16]([NH2:21])[CH:17]=3)[N:12]=2)[C:9]2[C:4](=[CH:5][CH:6]=[CH:7][CH:8]=2)[CH2:3][CH2:2]1.[C:22](OC(=O)C)(=[O:24])[CH3:23].